This data is from Reaction yield outcomes from USPTO patents with 853,638 reactions. The task is: Predict the reaction yield, written as a fraction of the theoretical maximum amount of product (1.0 means a 100% yield; for example, 0.34 means a 34% yield). (1) The reactants are [CH3:1][O:2][C:3]1[CH:8]=[CH:7][C:6]([C:9]2[C:10]3[O:17][C:16]([C:18](=O)[CH3:19])=[CH:15][C:11]=3[CH:12]=[N:13][CH:14]=2)=[CH:5][CH:4]=1.[CH2:21]1[S:27][C:25](=[O:26])[NH:24][C:22]1=[O:23].NCCC(O)=O. The catalyst is C(O)(=O)C. The product is [CH3:1][O:2][C:3]1[CH:4]=[CH:5][C:6]([C:9]2[C:10]3[O:17][C:16](/[C:18](=[C:21]4/[C:22](=[O:23])[NH:24][C:25](=[O:26])[S:27]/4)/[CH3:19])=[CH:15][C:11]=3[CH:12]=[N:13][CH:14]=2)=[CH:7][CH:8]=1. The yield is 0.450. (2) The reactants are Cl.Cl[CH2:3][C:4]1[N:8]([CH2:9][CH:10]([CH3:12])[CH3:11])[CH:7]=[N:6][CH:5]=1.[CH3:13][C:14]1[N:19]=[C:18]([SH:20])[N:17]=[C:16]([OH:21])[CH:15]=1.C(=O)([O-])[O-].[K+].[K+]. No catalyst specified. The product is [CH3:13][C:14]1[N:19]=[C:18]([S:20][CH2:3][C:4]2[N:8]([CH2:9][CH:10]([CH3:12])[CH3:11])[CH:7]=[N:6][CH:5]=2)[N:17]=[C:16]([OH:21])[CH:15]=1. The yield is 0.820.